From a dataset of HIV replication inhibition screening data with 41,000+ compounds from the AIDS Antiviral Screen. Binary Classification. Given a drug SMILES string, predict its activity (active/inactive) in a high-throughput screening assay against a specified biological target. (1) The molecule is CSc1scc2c1C(=NNC(N)=O)CCC2. The result is 0 (inactive). (2) The drug is COc1ccc2oc(=O)c(CC=C(C)C)c(O)c2c1C. The result is 0 (inactive). (3) The molecule is C1CSCCCSCCCSCCCSC1. The result is 0 (inactive). (4) The molecule is O=C(Nc1ccccc1[N+](=O)[O-])C(=O)C(C(=O)c1ccccc1-c1ccccc1)C1OC(=O)c2ccccc21. The result is 0 (inactive). (5) The molecule is CCCCCCCCCc1cc(O)c(O)cc1CCCCCCCCC. The result is 0 (inactive).